Task: Predict the reaction yield, written as a fraction of the theoretical maximum amount of product (1.0 means a 100% yield; for example, 0.34 means a 34% yield).. Dataset: Reaction yield outcomes from USPTO patents with 853,638 reactions The reactants are C(OC([N:8]1[C:16]2[C:11](=[C:12]([CH2:18][N:19]3[C:23]4[CH:24]=[CH:25][CH:26]=[CH:27][C:22]=4[N:21]([CH:28]([CH2:32][C:33]([O:35][CH3:36])=[O:34])[CH2:29][CH2:30][CH3:31])[C:20]3=[O:37])[CH:13]=[C:14]([Br:17])[CH:15]=2)[CH:10]=[C:9]1[O:38]C(OC(C)(C)C)=O)=O)(C)(C)C.FC(F)(F)C(O)=O. The catalyst is ClCCl. The product is [CH3:36][O:35][C:33](=[O:34])[CH2:32][CH:28]([N:21]1[C:22]2[CH:27]=[CH:26][CH:25]=[CH:24][C:23]=2[N:19]([CH2:18][C:12]2[CH:13]=[C:14]([Br:17])[CH:15]=[C:16]3[C:11]=2[CH2:10][C:9](=[O:38])[NH:8]3)[C:20]1=[O:37])[CH2:29][CH2:30][CH3:31]. The yield is 0.440.